From a dataset of Forward reaction prediction with 1.9M reactions from USPTO patents (1976-2016). Predict the product of the given reaction. (1) The product is: [Br:1][C:2]1[C:17]([CH3:18])=[CH:16][C:5]([O:6][C@@H:7]2[CH2:8][C@H:9]([N:11]([CH3:23])[S:12]([CH3:15])(=[O:14])=[O:13])[CH2:10]2)=[CH:4][C:3]=1[CH3:19]. Given the reactants [Br:1][C:2]1[C:17]([CH3:18])=[CH:16][C:5]([O:6][C@@H:7]2[CH2:10][C@H:9]([NH:11][S:12]([CH3:15])(=[O:14])=[O:13])[CH2:8]2)=[CH:4][C:3]=1[CH3:19].[H-].[Na+].I[CH3:23], predict the reaction product. (2) Given the reactants [CH3:1][NH:2][C:3]([C:5]1[C:9]2[CH:10]=[C:11](B3OC(C)(C)C(C)(C)O3)[C:12]([N:14]([CH3:19])[S:15]([CH3:18])(=[O:17])=[O:16])=[CH:13][C:8]=2[O:7][C:6]=1[N:29]1[CH:34]=[CH:33][CH:32]=[CH:31][C:30]1=[O:35])=[O:4].Cl[C:37]1[CH:38]=[CH:39][C:40]2[N:41]=[CH:42][N:43]3[C:51]4[CH:50]=[CH:49][CH:48]=[C:47]([F:52])[C:46]=4[CH:45]=[C:44]3[C:53]=2[N:54]=1.C([O-])([O-])=O.[K+].[K+], predict the reaction product. The product is: [F:52][C:47]1[C:46]2[CH:45]=[C:44]3[C:53]4[N:54]=[C:37]([C:11]5[C:12]([N:14]([CH3:19])[S:15]([CH3:18])(=[O:17])=[O:16])=[CH:13][C:8]6[O:7][C:6]([N:29]7[CH:34]=[CH:33][CH:32]=[CH:31][C:30]7=[O:35])=[C:5]([C:3]([NH:2][CH3:1])=[O:4])[C:9]=6[CH:10]=5)[CH:38]=[CH:39][C:40]=4[N:41]=[CH:42][N:43]3[C:51]=2[CH:50]=[CH:49][CH:48]=1. (3) Given the reactants Br[CH:2]([C:4]1[O:5][C:6](=[O:20])[C:7]2[C:12]([C:13]=1[C:14]1[CH:19]=[CH:18][CH:17]=[CH:16][CH:15]=1)=[CH:11][CH:10]=[CH:9][CH:8]=2)[CH3:3].[NH2:21][C:22]1[C:23]2[C:31](=[O:32])[CH:30]=[CH:29][NH:28][C:24]=2[N:25]=[CH:26][N:27]=1.C(=O)([O-])[O-].[K+].[K+], predict the reaction product. The product is: [NH2:21][C:22]1[C:23]2[C:31](=[O:32])[CH:30]=[CH:29][N:28]([CH:2]([C:4]3[O:5][C:6](=[O:20])[C:7]4[C:12]([C:13]=3[C:14]3[CH:19]=[CH:18][CH:17]=[CH:16][CH:15]=3)=[CH:11][CH:10]=[CH:9][CH:8]=4)[CH3:3])[C:24]=2[N:25]=[CH:26][N:27]=1. (4) Given the reactants [OH:1][CH2:2][C:3]1[CH:8]=[CH:7][CH:6]=[CH:5][C:4]=1[OH:9].Br[CH2:11][CH:12]1[CH2:14][CH2:13]1.C(=O)([O-])[O-].[K+].[K+], predict the reaction product. The product is: [CH:12]1([CH2:11][O:9][C:4]2[CH:5]=[CH:6][CH:7]=[CH:8][C:3]=2[CH2:2][OH:1])[CH2:14][CH2:13]1.